This data is from NCI-60 drug combinations with 297,098 pairs across 59 cell lines. The task is: Regression. Given two drug SMILES strings and cell line genomic features, predict the synergy score measuring deviation from expected non-interaction effect. (1) Drug 1: C1=NC2=C(N1)C(=S)N=C(N2)N. Cell line: OVCAR-5. Synergy scores: CSS=35.7, Synergy_ZIP=-5.43, Synergy_Bliss=-6.36, Synergy_Loewe=-33.8, Synergy_HSA=-6.45. Drug 2: CN1C2=C(C=C(C=C2)N(CCCl)CCCl)N=C1CCCC(=O)O.Cl. (2) Drug 1: CC1CCC2CC(C(=CC=CC=CC(CC(C(=O)C(C(C(=CC(C(=O)CC(OC(=O)C3CCCCN3C(=O)C(=O)C1(O2)O)C(C)CC4CCC(C(C4)OC)O)C)C)O)OC)C)C)C)OC. Drug 2: C1C(C(OC1N2C=NC3=C2NC=NCC3O)CO)O. Cell line: K-562. Synergy scores: CSS=28.3, Synergy_ZIP=-0.519, Synergy_Bliss=-1.73, Synergy_Loewe=-43.4, Synergy_HSA=-2.18.